This data is from Forward reaction prediction with 1.9M reactions from USPTO patents (1976-2016). The task is: Predict the product of the given reaction. (1) Given the reactants [CH3:1][O:2][C:3](=[O:24])[C:4](=[O:23])[CH2:5][C:6]1[CH:11]=[CH:10][C:9]([O:12][CH2:13][C:14]2[CH:19]=[CH:18][CH:17]=[CH:16][CH:15]=2)=[CH:8][C:7]=1[N+:20]([O-:22])=[O:21].[BH4-].[Na+].C(OCC)(=O)C, predict the reaction product. The product is: [CH3:1][O:2][C:3](=[O:24])[CH:4]([OH:23])[CH2:5][C:6]1[CH:11]=[CH:10][C:9]([O:12][CH2:13][C:14]2[CH:19]=[CH:18][CH:17]=[CH:16][CH:15]=2)=[CH:8][C:7]=1[N+:20]([O-:22])=[O:21]. (2) Given the reactants [CH2:1]([N:3]([CH2:30][CH3:31])[CH2:4][CH2:5][N:6]1[CH2:12][CH2:11][CH2:10][CH:9]2[NH:13][C:14]([CH:17]=[C:18]3[C:26]4[C:21](=[CH:22][CH:23]=[C:24]([F:27])[CH:25]=4)[NH:20][C:19]3=[O:28])=[C:15]([CH3:16])[CH:8]2[C:7]1=[O:29])[CH3:2].[OH:32][CH:33]([CH2:37][C:38]([OH:40])=[O:39])[C:34]([OH:36])=[O:35], predict the reaction product. The product is: [C:34]([OH:36])(=[O:35])[CH:33]([CH2:37][C:38]([OH:40])=[O:39])[OH:32].[CH2:30]([N:3]([CH2:1][CH3:2])[CH2:4][CH2:5][N:6]1[CH2:12][CH2:11][CH2:10][CH:9]2[NH:13][C:14]([CH:17]=[C:18]3[C:26]4[C:21](=[CH:22][CH:23]=[C:24]([F:27])[CH:25]=4)[NH:20][C:19]3=[O:28])=[C:15]([CH3:16])[CH:8]2[C:7]1=[O:29])[CH3:31]. (3) Given the reactants [Br:1][C:2]1[CH:7]=[CH:6][CH:5]=[CH:4][C:3]=1[NH:8][C:9]([CH:11]1[CH2:14][N:13]([C:15]([O:17][C:18]([CH3:21])([CH3:20])[CH3:19])=[O:16])[CH2:12]1)=[O:10].[CH3:22][O:23][C:24]1[CH:31]=[CH:30][C:27]([CH2:28]Cl)=[CH:26][CH:25]=1.C([O-])([O-])=O.[K+].[K+], predict the reaction product. The product is: [Br:1][C:2]1[CH:7]=[CH:6][CH:5]=[CH:4][C:3]=1[N:8]([CH2:28][C:27]1[CH:30]=[CH:31][C:24]([O:23][CH3:22])=[CH:25][CH:26]=1)[C:9]([CH:11]1[CH2:12][N:13]([C:15]([O:17][C:18]([CH3:21])([CH3:20])[CH3:19])=[O:16])[CH2:14]1)=[O:10]. (4) Given the reactants C[Al](C)C.[CH2:5]([NH:7][CH3:8])[CH3:6].[C:9]([C:11]1[C:16]2[N:17]=[C:18]([C:20]([O:22]CC)=O)[O:19][C:15]=2[C:14]([F:25])=[C:13]([C:26]2[CH:31]=[CH:30][CH:29]=[CH:28][CH:27]=2)[C:12]=1[CH3:32])#[N:10].Cl, predict the reaction product. The product is: [C:9]([C:11]1[C:16]2[N:17]=[C:18]([C:20]([N:7]([CH2:5][CH3:6])[CH3:8])=[O:22])[O:19][C:15]=2[C:14]([F:25])=[C:13]([C:26]2[CH:27]=[CH:28][CH:29]=[CH:30][CH:31]=2)[C:12]=1[CH3:32])#[N:10]. (5) Given the reactants [C:1]([C:5]1[CH:9]=[C:8]([N:10]=[C:11]=[O:12])[N:7]([C:13]2[CH:18]=[CH:17][CH:16]=[CH:15][CH:14]=2)[N:6]=1)([CH3:4])([CH3:3])[CH3:2].[NH2:19][C:20]1[CH:36]=[CH:35][C:23]([O:24][C:25]2[CH:30]=[CH:29][N:28]=[C:27]([NH2:31])[C:26]=2[N+:32]([O-:34])=[O:33])=[CH:22][C:21]=1[F:37], predict the reaction product. The product is: [NH2:31][C:27]1[C:26]([N+:32]([O-:34])=[O:33])=[C:25]([O:24][C:23]2[CH:35]=[CH:36][C:20]([NH:19][C:11]([NH:10][C:8]3[N:7]([C:13]4[CH:18]=[CH:17][CH:16]=[CH:15][CH:14]=4)[N:6]=[C:5]([C:1]([CH3:4])([CH3:2])[CH3:3])[CH:9]=3)=[O:12])=[C:21]([F:37])[CH:22]=2)[CH:30]=[CH:29][N:28]=1. (6) Given the reactants Cl[C:2]1[C:11]2[C:6](=[CH:7][C:8]([O:14][CH2:15][CH2:16][CH2:17][N:18]3[CH2:23][CH2:22][N:21]([CH3:24])[CH2:20][C:19]3=[O:25])=[C:9]([O:12][CH3:13])[CH:10]=2)[N:5]=[CH:4][N:3]=1.[NH2:26][C:27]1[C:32]2[O:33][CH2:34][O:35][C:31]=2[C:30]([C:36]#[C:37][CH2:38][NH:39][C:40](=[O:44])[N:41]([CH3:43])[CH3:42])=[CH:29][C:28]=1[Cl:45].C[Si]([N-][Si](C)(C)C)(C)C.[Na+], predict the reaction product. The product is: [Cl:45][C:28]1[CH:29]=[C:30]([C:36]#[C:37][CH2:38][NH:39][C:40](=[O:44])[N:41]([CH3:42])[CH3:43])[C:31]2[O:35][CH2:34][O:33][C:32]=2[C:27]=1[NH:26][C:2]1[C:11]2[C:6](=[CH:7][C:8]([O:14][CH2:15][CH2:16][CH2:17][N:18]3[CH2:23][CH2:22][N:21]([CH3:24])[CH2:20][C:19]3=[O:25])=[C:9]([O:12][CH3:13])[CH:10]=2)[N:5]=[CH:4][N:3]=1. (7) Given the reactants [C:1]([O:5][C:6](=[O:22])[CH2:7][C:8](=[O:21])[C:9]([C:12]1[CH:17]=[CH:16][C:15]([CH2:18][CH3:19])=[C:14]([I:20])[CH:13]=1)([CH3:11])[CH3:10])([CH3:4])([CH3:3])[CH3:2].C(=O)([O-])[O-].[Cs+].[Cs+].Cl[C:30]1[CH:37]=[CH:36][C:33]([C:34]#[N:35])=[CH:32][C:31]=1[N+]([O-])=O.C(OCC)(=O)C, predict the reaction product. The product is: [C:1]([O:5][C:6]([C:7]1[C:30]2[CH:31]=[CH:32][C:33]([C:34]#[N:35])=[CH:36][C:37]=2[O:21][C:8]=1[C:9]([C:12]1[CH:17]=[CH:16][C:15]([CH2:18][CH3:19])=[C:14]([I:20])[CH:13]=1)([CH3:11])[CH3:10])=[O:22])([CH3:2])([CH3:3])[CH3:4]. (8) Given the reactants C([N:3](C(C)C)C(C)C)C.[C:10]([O:14][C:15]([N:17]1[CH2:22][CH2:21][C:20]([C:26]2[CH:31]=[CH:30][CH:29]=[CH:28][CH:27]=2)([C:23](O)=[O:24])[CH2:19][CH2:18]1)=[O:16])([CH3:13])([CH3:12])[CH3:11].CN(C(ON1N=NC2C=CC=NC1=2)=[N+](C)C)C.F[P-](F)(F)(F)(F)F.N, predict the reaction product. The product is: [C:10]([O:14][C:15]([N:17]1[CH2:22][CH2:21][C:20]([C:23](=[O:24])[NH2:3])([C:26]2[CH:31]=[CH:30][CH:29]=[CH:28][CH:27]=2)[CH2:19][CH2:18]1)=[O:16])([CH3:13])([CH3:12])[CH3:11].